From a dataset of CYP2C19 inhibition data for predicting drug metabolism from PubChem BioAssay. Regression/Classification. Given a drug SMILES string, predict its absorption, distribution, metabolism, or excretion properties. Task type varies by dataset: regression for continuous measurements (e.g., permeability, clearance, half-life) or binary classification for categorical outcomes (e.g., BBB penetration, CYP inhibition). Dataset: cyp2c19_veith. (1) The result is 0 (non-inhibitor). The drug is Cc1ccc(S(=O)(=O)N[C@@H]2COC(=O)C/C=C\[C@H](C)COC(=O)N[C@@H](C)C(=O)C/C=C\[C@H]2C)cc1. (2) The drug is CCOC(=O)CNc1c(-c2ccccc2)nc2ccc(Cl)cn12. The result is 1 (inhibitor). (3) The molecule is O=C(Oc1ccccc1)N1CCC[C@@]2(CCN(c3ccncc3)C2)C1. The result is 1 (inhibitor). (4) The result is 1 (inhibitor). The compound is CC(=O)c1ccc(N2CCC(c3cc(-c4ccc(Cl)cc4Cl)n[nH]3)CC2)c([N+](=O)[O-])c1. (5) The drug is CN(C)Cc1ccccc1-c1cncnc1NCc1ccccc1. The result is 0 (non-inhibitor). (6) The molecule is N#Cc1ccc(CN2CC3(CCNCC3)C2)cc1. The result is 0 (non-inhibitor). (7) The compound is CCOc1ccc(Cc2nc(C)c(CC(=O)N3CCOCC3)c(=O)[nH]2)cc1. The result is 0 (non-inhibitor). (8) The drug is c1cncc(-c2cc(NCc3cccs3)ncn2)c1. The result is 0 (non-inhibitor). (9) The molecule is CCOc1cc(/C=N/NC(=O)c2cccc([N+](=O)[O-])c2)ccc1OS(=O)(=O)c1ccccc1. The result is 1 (inhibitor).